From a dataset of Catalyst prediction with 721,799 reactions and 888 catalyst types from USPTO. Predict which catalyst facilitates the given reaction. (1) Reactant: [O:1]1[CH2:4][CH:3]([N:5]2[CH2:10][CH2:9][N:8]([C:11]3[CH:16]=[CH:15][C:14]([NH:17][C:18]4[N:23]=[CH:22][N:21]=[C:20]([C:24]5[CH:25]=[CH:26][C:27]([O:32][CH:33]6[CH2:38][CH2:37][NH:36][CH2:35][CH2:34]6)=[C:28]([CH:31]=5)[C:29]#[N:30])[N:19]=4)=[CH:13][CH:12]=3)[CH2:7][CH2:6]2)[CH2:2]1.[C:39]([NH:42][CH2:43][C:44](O)=[O:45])(=[O:41])[CH3:40].C(N(CC)C(C)C)(C)C.CN(C(ON1N=NC2C=CC=NC1=2)=[N+](C)C)C.F[P-](F)(F)(F)(F)F. Product: [C:29]([C:28]1[CH:31]=[C:24]([C:20]2[N:19]=[C:18]([NH:17][C:14]3[CH:13]=[CH:12][C:11]([N:8]4[CH2:7][CH2:6][N:5]([CH:3]5[CH2:4][O:1][CH2:2]5)[CH2:10][CH2:9]4)=[CH:16][CH:15]=3)[N:23]=[CH:22][N:21]=2)[CH:25]=[CH:26][C:27]=1[O:32][CH:33]1[CH2:38][CH2:37][N:36]([C:44](=[O:45])[CH2:43][NH:42][C:39](=[O:41])[CH3:40])[CH2:35][CH2:34]1)#[N:30]. The catalyst class is: 4. (2) Reactant: P([O-])([O-])([O-])=O.[K+].[K+].[K+].[CH:9]1[CH:14]=[N+]([C@@H]2O[C@H](COP(OP(OC[C@H]3O[C@@H](N4C5N=CN=C(N)C=5N=C4)[C@H](OP(O)(O)=O)[C@@H]3O)(O)=O)(O)=O)[C@@H](O)[C@H]2O)C=[C:11](C(N)=O)[CH:10]=1.O=C[C@@H]([C@H]([C@@H]([C@@H](CO)O)O)O)O.[C:69]([OH:82])(=[O:81])[CH2:70][CH2:71][CH2:72][CH2:73][CH2:74][CH2:75][CH2:76][CH2:77][CH2:78][CH2:79][CH3:80].Cl. Product: [C:69]([OH:82])(=[O:81])[CH2:70][CH2:71][CH2:72][CH2:73][CH2:74][CH2:75][CH2:76][CH2:77][CH2:78][CH2:79][CH2:80][CH2:14][CH2:9][CH2:10][CH3:11]. The catalyst class is: 5. (3) Reactant: [C:1]([O:5][C:6](=[O:28])[NH:7][C:8]1([C:12]2[CH:17]=[CH:16][C:15]([C:18](=O)[CH:19](Br)[C:20]3[CH:25]=[CH:24][CH:23]=[CH:22][CH:21]=3)=[CH:14][CH:13]=2)[CH2:11][CH2:10][CH2:9]1)([CH3:4])([CH3:3])[CH3:2].[F:29][C:30]1[C:31]([NH2:37])=[N:32][CH:33]=[C:34]([F:36])[CH:35]=1. Product: [C:1]([O:5][C:6](=[O:28])[NH:7][C:8]1([C:12]2[CH:17]=[CH:16][C:15]([C:18]3[N:37]=[C:31]4[C:30]([F:29])=[CH:35][C:34]([F:36])=[CH:33][N:32]4[C:19]=3[C:20]3[CH:25]=[CH:24][CH:23]=[CH:22][CH:21]=3)=[CH:14][CH:13]=2)[CH2:11][CH2:10][CH2:9]1)([CH3:4])([CH3:3])[CH3:2]. The catalyst class is: 8. (4) Reactant: CCN=C=NCCCN(C)C.[C:12]([N:19]([CH2:21][C:22]([OH:24])=O)[CH3:20])([O:14][C:15]([CH3:18])([CH3:17])[CH3:16])=[O:13].[Cl:25][C:26]1[CH:31]=[CH:30][C:29]([CH:32]([C:54]2[CH:59]=[CH:58][C:57]([Cl:60])=[CH:56][CH:55]=2)[N:33]2[CH2:36][C:35](=[CH:37][S:38]([CH2:41][C:42]3[CH:43]=[C:44]([N:48]4[CH2:53][CH2:52][NH:51][CH2:50][CH2:49]4)[CH:45]=[CH:46][CH:47]=3)(=[O:40])=[O:39])[CH2:34]2)=[CH:28][CH:27]=1. Product: [C:15]([O:14][C:12](=[O:13])[N:19]([CH2:21][C:22]([N:51]1[CH2:52][CH2:53][N:48]([C:44]2[CH:45]=[CH:46][CH:47]=[C:42]([CH2:41][S:38]([CH:37]=[C:35]3[CH2:34][N:33]([CH:32]([C:29]4[CH:28]=[CH:27][C:26]([Cl:25])=[CH:31][CH:30]=4)[C:54]4[CH:59]=[CH:58][C:57]([Cl:60])=[CH:56][CH:55]=4)[CH2:36]3)(=[O:39])=[O:40])[CH:43]=2)[CH2:49][CH2:50]1)=[O:24])[CH3:20])([CH3:16])([CH3:17])[CH3:18]. The catalyst class is: 4. (5) Reactant: CN(CC)C.O=[C:7]1[NH:13][C:12]2[CH:14]=[CH:15][CH:16]=[N:17][C:11]=2[N:10]2[CH2:18][CH2:19][N:20]([C:22]([O:24][C:25]([CH3:28])([CH3:27])[CH3:26])=[O:23])[CH2:21][CH:9]2[CH2:8]1.CO.[OH-].[Na+]. Product: [N:17]1[C:11]2[N:10]3[CH2:18][CH2:19][N:20]([C:22]([O:24][C:25]([CH3:28])([CH3:27])[CH3:26])=[O:23])[CH2:21][CH:9]3[CH2:8][CH2:7][NH:13][C:12]=2[CH:14]=[CH:15][CH:16]=1. The catalyst class is: 30. (6) Reactant: [Cl:1][C:2]1[CH:3]=[C:4]2[C:9](=[CH:10][C:11]=1F)[O:8][CH:7]([C:13]([F:16])([F:15])[F:14])[C:6]([C:17]([O:19][CH2:20][CH3:21])=[O:18])=[CH:5]2.[CH3:22][C:23]([CH3:28])([CH3:27])[CH2:24][CH2:25][NH2:26].C([O-])([O-])=O.[K+].[K+]. Product: [Cl:1][C:2]1[CH:3]=[C:4]2[C:9](=[CH:10][C:11]=1[NH:26][CH2:25][CH2:24][C:23]([CH3:28])([CH3:27])[CH3:22])[O:8][CH:7]([C:13]([F:16])([F:15])[F:14])[C:6]([C:17]([O:19][CH2:20][CH3:21])=[O:18])=[CH:5]2. The catalyst class is: 3.